Dataset: NCI-60 drug combinations with 297,098 pairs across 59 cell lines. Task: Regression. Given two drug SMILES strings and cell line genomic features, predict the synergy score measuring deviation from expected non-interaction effect. (1) Drug 1: C1CC(=O)NC(=O)C1N2CC3=C(C2=O)C=CC=C3N. Drug 2: C1C(C(OC1N2C=C(C(=O)NC2=O)F)CO)O. Cell line: RPMI-8226. Synergy scores: CSS=56.0, Synergy_ZIP=0.0427, Synergy_Bliss=0.679, Synergy_Loewe=2.46, Synergy_HSA=5.62. (2) Synergy scores: CSS=3.73, Synergy_ZIP=-3.10, Synergy_Bliss=-6.88, Synergy_Loewe=-1.70, Synergy_HSA=-6.34. Drug 1: CCC(=C(C1=CC=CC=C1)C2=CC=C(C=C2)OCCN(C)C)C3=CC=CC=C3.C(C(=O)O)C(CC(=O)O)(C(=O)O)O. Cell line: SK-MEL-5. Drug 2: CNC(=O)C1=NC=CC(=C1)OC2=CC=C(C=C2)NC(=O)NC3=CC(=C(C=C3)Cl)C(F)(F)F. (3) Drug 1: CCCCC(=O)OCC(=O)C1(CC(C2=C(C1)C(=C3C(=C2O)C(=O)C4=C(C3=O)C=CC=C4OC)O)OC5CC(C(C(O5)C)O)NC(=O)C(F)(F)F)O. Drug 2: COCCOC1=C(C=C2C(=C1)C(=NC=N2)NC3=CC=CC(=C3)C#C)OCCOC.Cl. Cell line: T-47D. Synergy scores: CSS=36.2, Synergy_ZIP=-3.08, Synergy_Bliss=-7.78, Synergy_Loewe=-11.2, Synergy_HSA=-6.98. (4) Drug 1: CC12CCC3C(C1CCC2O)C(CC4=C3C=CC(=C4)O)CCCCCCCCCS(=O)CCCC(C(F)(F)F)(F)F. Drug 2: C1CC(=O)NC(=O)C1N2C(=O)C3=CC=CC=C3C2=O. Cell line: PC-3. Synergy scores: CSS=-1.23, Synergy_ZIP=0.758, Synergy_Bliss=1.15, Synergy_Loewe=-0.684, Synergy_HSA=-1.19. (5) Drug 1: C1=NC2=C(N1)C(=S)N=C(N2)N. Drug 2: CC1C(C(=O)NC(C(=O)N2CCCC2C(=O)N(CC(=O)N(C(C(=O)O1)C(C)C)C)C)C(C)C)NC(=O)C3=C4C(=C(C=C3)C)OC5=C(C(=O)C(=C(C5=N4)C(=O)NC6C(OC(=O)C(N(C(=O)CN(C(=O)C7CCCN7C(=O)C(NC6=O)C(C)C)C)C)C(C)C)C)N)C. Cell line: M14. Synergy scores: CSS=37.5, Synergy_ZIP=-3.47, Synergy_Bliss=0.368, Synergy_Loewe=-0.163, Synergy_HSA=-0.133.